This data is from Catalyst prediction with 721,799 reactions and 888 catalyst types from USPTO. The task is: Predict which catalyst facilitates the given reaction. Reactant: Cl.[NH2:2][C@@H:3]([C@H:8]([O:10][C:11](=[O:38])[C@@H:12]([NH:14][C:15](=[O:37])[CH2:16][CH2:17]/[CH:18]=[CH:19]\[CH2:20]/[CH:21]=[CH:22]\[CH2:23]/[CH:24]=[CH:25]\[CH2:26]/[CH:27]=[CH:28]\[CH2:29]/[CH:30]=[CH:31]\[CH2:32]/[CH:33]=[CH:34]\[CH2:35][CH3:36])[CH3:13])[CH3:9])[C:4]([O:6][CH3:7])=[O:5].[C:39](O)(=[O:59])[CH2:40][CH2:41][CH2:42]/[CH:43]=[CH:44]\[CH2:45]/[CH:46]=[CH:47]\[CH2:48]/[CH:49]=[CH:50]\[CH2:51]/[CH:52]=[CH:53]\[CH2:54]/[CH:55]=[CH:56]\[CH2:57][CH3:58].CN(C(ON1N=NC2C=CC=NC1=2)=[N+](C)C)C.F[P-](F)(F)(F)(F)F.CCN(C(C)C)C(C)C. Product: [C:15]([NH:14][C@@H:12]([CH3:13])[C:11]([O:10][C@H:8]([CH3:9])[C@H:3]([NH:2][C:39](=[O:59])[CH2:40][CH2:41][CH2:42]/[CH:43]=[CH:44]\[CH2:45]/[CH:46]=[CH:47]\[CH2:48]/[CH:49]=[CH:50]\[CH2:51]/[CH:52]=[CH:53]\[CH2:54]/[CH:55]=[CH:56]\[CH2:57][CH3:58])[C:4]([O:6][CH3:7])=[O:5])=[O:38])(=[O:37])[CH2:16][CH2:17]/[CH:18]=[CH:19]\[CH2:20]/[CH:21]=[CH:22]\[CH2:23]/[CH:24]=[CH:25]\[CH2:26]/[CH:27]=[CH:28]\[CH2:29]/[CH:30]=[CH:31]\[CH2:32]/[CH:33]=[CH:34]\[CH2:35][CH3:36]. The catalyst class is: 23.